From a dataset of Experimentally validated miRNA-target interactions with 360,000+ pairs, plus equal number of negative samples. Binary Classification. Given a miRNA mature sequence and a target amino acid sequence, predict their likelihood of interaction. The miRNA is hsa-miR-6885-3p with sequence CUUUGCUUCCUGCUCCCCUAG. The protein sequence of the target gene is MASSPHQQLLHHHSTEVSCDSSGDSNSVRVKINPKQLSSNTHPKHCKYSISSSCSSSGDSGGLPRRVGGGGRLRRQKKLPQLFERASSRWWDPKFDSMNLEEACLERCFPQTQRRFRYALFYVGFACLLWSIYFAVHMKSKVIVMVVPALCFLVVCVGFFLFTFTKLYARHYAWTSLALTLLVFALTLAAQFQVWTPLSGRVDSSNHTLTATPADTCLSQVGSFSICIEVLLLLYTVMQLPLYLSLFLGVVYSVLFETFGYHFRNEDCYPSPGPGALHWELLSRALLHVCIHAIGIHLFV.... Result: 0 (no interaction).